Predict the reactants needed to synthesize the given product. From a dataset of Full USPTO retrosynthesis dataset with 1.9M reactions from patents (1976-2016). (1) Given the product [CH3:34][O:33][C:30]1[CH:31]=[CH:32][C:27]([CH2:26][N:11]2[C:7]3=[N:8][CH:9]=[CH:10][C:5]([O:4][C:3]4[CH:14]=[CH:15][C:16]([N+:18]([O-:20])=[O:19])=[CH:17][C:2]=4[F:1])=[C:6]3[C:13]([I:23])=[N:12]2)=[CH:28][CH:29]=1, predict the reactants needed to synthesize it. The reactants are: [F:1][C:2]1[CH:17]=[C:16]([N+:18]([O-:20])=[O:19])[CH:15]=[CH:14][C:3]=1[O:4][C:5]1[CH:10]=[CH:9][N:8]=[C:7]2[NH:11][N:12]=[CH:13][C:6]=12.[OH-].[K+].[I:23]I.Cl[CH2:26][C:27]1[CH:32]=[CH:31][C:30]([O:33][CH3:34])=[CH:29][CH:28]=1. (2) Given the product [C:40]([C:14]1([C:12]2[CH:11]=[CH:10][C:9]([NH:25][C:26]([C:28]3[NH:29][CH:30]=[C:31]([C:33]#[N:34])[N:32]=3)=[O:27])=[C:8]([C:5]3[CH2:6][CH2:7][C:2]([CH3:35])([CH3:1])[CH2:3][CH:4]=3)[CH:13]=2)[CH2:20][C:19]2([CH3:22])[O:21][C:16]([CH3:23])([CH2:17][CH2:18]2)[CH2:15]1)#[N:41], predict the reactants needed to synthesize it. The reactants are: [CH3:1][C:2]1([CH3:35])[CH2:7][CH2:6][C:5]([C:8]2[CH:13]=[C:12]([C:14]3(O)[CH2:20][C:19]4([CH3:22])[O:21][C:16]([CH3:23])([CH2:17][CH2:18]4)[CH2:15]3)[CH:11]=[CH:10][C:9]=2[NH:25][C:26]([C:28]2[NH:29][CH:30]=[C:31]([C:33]#[N:34])[N:32]=2)=[O:27])=[CH:4][CH2:3]1.[Si]([C:40]#[N:41])(C)(C)C.Cl[Sn](Cl)(Cl)Cl.CO. (3) Given the product [N:11]1[CH:12]=[CH:13][CH:14]=[CH:15][C:10]=1[C:9]1[N:26]=[C:24]([NH:23][C:18]2[N:19]=[CH:20][CH:21]=[CH:22][N:17]=2)[S:25][C:3]=1[C:4]([O:6][CH2:7][CH3:8])=[O:5], predict the reactants needed to synthesize it. The reactants are: Br.Br[CH:3]([C:9](=O)[C:10]1[CH:15]=[CH:14][CH:13]=[CH:12][N:11]=1)[C:4]([O:6][CH2:7][CH3:8])=[O:5].[N:17]1[CH:22]=[CH:21][CH:20]=[N:19][C:18]=1[NH:23][C:24]([NH2:26])=[S:25].C(N(CC)CC)C. (4) The reactants are: C(OC([N:8]1[CH2:13][CH2:12][N:11]([CH2:14][C:15]2[CH:20]=[CH:19][CH:18]=[C:17]([C:21]3[CH:26]=[CH:25][N:24]=[C:23](Cl)[N:22]=3)[CH:16]=2)[CH:10]([CH2:28][CH3:29])[CH2:9]1)=O)(C)(C)C.[F:30][C:31]1[CH:32]=[C:33]([CH:37]=[CH:38][CH:39]=1)[CH2:34][CH2:35][NH2:36]. Given the product [CH2:28]([CH:10]1[CH2:9][NH:8][CH2:13][CH2:12][N:11]1[CH2:14][C:15]1[CH:16]=[C:17]([C:21]2[CH:26]=[CH:25][N:24]=[C:23]([NH:36][CH2:35][CH2:34][C:33]3[CH:37]=[CH:38][CH:39]=[C:31]([F:30])[CH:32]=3)[N:22]=2)[CH:18]=[CH:19][CH:20]=1)[CH3:29], predict the reactants needed to synthesize it. (5) Given the product [CH3:52][O:37][C:35](=[O:36])[C:34]1[CH:38]=[CH:39][C:31]([N:30]2[C:28](=[O:29])[C@H:9]3[C@H:8]([C:4]4[CH:5]=[CH:6][CH:7]=[C:2]([Cl:1])[C:3]=4[F:45])[C@:12]([C:15]4[CH:20]=[CH:19][C:18]([Cl:21])=[CH:17][C:16]=4[F:22])([C:13]#[N:14])[C@H:11]([CH2:23][C:24]([CH3:26])([CH3:27])[CH3:25])[N:10]3[C@@H:50]2[CH:46]2[CH2:49][CH2:48][CH2:47]2)=[C:32]([O:40][CH3:41])[CH:33]=1, predict the reactants needed to synthesize it. The reactants are: [Cl:1][C:2]1[C:3]([F:45])=[C:4]([C@@H:8]2[C@:12]([C:15]3[CH:20]=[CH:19][C:18]([Cl:21])=[CH:17][C:16]=3[F:22])([C:13]#[N:14])[C@H:11]([CH2:23][C:24]([CH3:27])([CH3:26])[CH3:25])[NH:10][C@H:9]2[C:28]([NH:30][C:31]2[CH:39]=[CH:38][C:34]([C:35]([OH:37])=[O:36])=[CH:33][C:32]=2[O:40][C:41](F)(F)F)=[O:29])[CH:5]=[CH:6][CH:7]=1.[CH:46]1([CH:50]=O)[CH2:49][CH2:48][CH2:47]1.[CH3:52]C(O)=O. (6) Given the product [F:31][C:2]([F:1])([F:32])[C:3]1[CH:4]=[C:5]([CH:28]=[CH:29][CH:30]=1)[CH2:6][N:7]1[CH2:12][CH2:11][CH2:10][CH2:9][C@@H:8]1[C:13]([NH:15][C@H:16]([C:18]1[CH:19]=[CH:20][C:21]([C:22]([O-:24])=[O:23])=[CH:26][CH:27]=1)[CH3:17])=[O:14].[Li+:34], predict the reactants needed to synthesize it. The reactants are: [F:1][C:2]([F:32])([F:31])[C:3]1[CH:4]=[C:5]([CH:28]=[CH:29][CH:30]=1)[CH2:6][N:7]1[CH2:12][CH2:11][CH2:10][CH2:9][C@@H:8]1[C:13]([NH:15][C@H:16]([C:18]1[CH:27]=[CH:26][C:21]([C:22]([O:24]C)=[O:23])=[CH:20][CH:19]=1)[CH3:17])=[O:14].O[Li:34].O. (7) Given the product [I:16][C:13]1[CH:12]=[CH:11][C:10]([CH2:9][C:8]([NH2:7])([CH3:17])[CH3:18])=[CH:15][CH:14]=1, predict the reactants needed to synthesize it. The reactants are: C(OC(=O)[NH:7][C:8]([CH3:18])([CH3:17])[CH2:9][C:10]1[CH:15]=[CH:14][C:13]([I:16])=[CH:12][CH:11]=1)(C)(C)C.Cl.